Dataset: Reaction yield outcomes from USPTO patents with 853,638 reactions. Task: Predict the reaction yield, written as a fraction of the theoretical maximum amount of product (1.0 means a 100% yield; for example, 0.34 means a 34% yield). (1) The reactants are Cl[C:2]1[N:7]=[C:6]([N:8]2[CH2:13][CH2:12][O:11][CH2:10][CH2:9]2)[N:5]=[C:4]([N:14]2[CH2:19][CH2:18][O:17][CH2:16][CH2:15]2)[N:3]=1.[CH3:20][NH:21][C:22]([NH:24][C:25]1[CH:30]=[CH:29][C:28](B2OC(C)(C)C(C)(C)O2)=[CH:27][CH:26]=1)=[O:23]. No catalyst specified. The product is [N:14]1([C:4]2[N:5]=[C:6]([N:8]3[CH2:13][CH2:12][O:11][CH2:10][CH2:9]3)[N:7]=[C:2]([C:28]3[CH:27]=[CH:26][C:25]([NH:24][C:22]([NH:21][CH3:20])=[O:23])=[CH:30][CH:29]=3)[N:3]=2)[CH2:19][CH2:18][O:17][CH2:16][CH2:15]1. The yield is 0.110. (2) The reactants are I[C:2]1[C:10]2[C:5](=[CH:6][C:7]([CH:11]=[O:12])=[CH:8][CH:9]=2)[NH:4][N:3]=1.[Cu](C#N)[C:14]#[N:15].O. The catalyst is CN(C=O)C. The product is [CH:11]([C:7]1[CH:6]=[C:5]2[C:10]([C:2]([C:14]#[N:15])=[N:3][NH:4]2)=[CH:9][CH:8]=1)=[O:12]. The yield is 0.730. (3) The reactants are [CH3:1][C:2]1([OH:5])[CH2:4][CH2:3]1.C(N(CC)CC)C.[CH2:13]1[C:18](=[O:19])[N:17]([O:20][C:21](ON2C(=O)CCC2=O)=[O:22])[C:15](=[O:16])[CH2:14]1. The catalyst is CC#N. The product is [C:21](=[O:22])([O:5][C:2]1([CH3:1])[CH2:4][CH2:3]1)[O:20][N:17]1[C:18](=[O:19])[CH2:13][CH2:14][C:15]1=[O:16]. The yield is 0.534. (4) The yield is 0.460. The product is [CH:12]1[C:8]2[CH2:9][CH2:10][C:11]3[CH:1]=[CH:2][CH:3]=[CH:4][C:5]=3[C:6](=[CH:16][C:17]3[CH:18]=[C:19]([CH:22]=[CH:23][CH:24]=3)[CH2:20][NH:21][S:26]([CH3:25])(=[O:28])=[O:27])[C:7]=2[CH:15]=[CH:14][CH:13]=1. The reactants are [CH:1]1[C:11]2[CH2:10][CH2:9][C:8]3[CH:12]=[CH:13][CH:14]=[CH:15][C:7]=3[C:6](=[CH:16][C:17]3[CH:18]=[C:19]([CH:22]=[CH:23][CH:24]=3)[CH2:20][NH2:21])[C:5]=2[CH:4]=[CH:3][CH:2]=1.[CH3:25][S:26](Cl)(=[O:28])=[O:27]. No catalyst specified. (5) The reactants are [Cl:1][C:2]1[CH:7]=[C:6]([Cl:8])[CH:5]=[CH:4][C:3]=1[C@H:9]([NH:11][C:12]1[CH:17]=[C:16]([N:18]2[CH2:23][CH2:22][NH:21][CH2:20][CH2:19]2)[CH:15]=[CH:14][C:13]=1[F:24])[CH3:10].C(OC([N:32]1[CH2:37][CH2:36][CH2:35][CH2:34][C@@H:33]1[C:38](O)=[O:39])=O)(C)(C)C.CN(C(ON1N=NC2C=CC=NC1=2)=[N+](C)C)C.F[P-](F)(F)(F)(F)F.CCN(C(C)C)C(C)C. The catalyst is CN(C=O)C. The product is [Cl:1][C:2]1[CH:7]=[C:6]([Cl:8])[CH:5]=[CH:4][C:3]=1[C@H:9]([NH:11][C:12]1[CH:17]=[C:16]([N:18]2[CH2:23][CH2:22][N:21]([C:38]([C@H:33]3[CH2:34][CH2:35][CH2:36][CH2:37][NH:32]3)=[O:39])[CH2:20][CH2:19]2)[CH:15]=[CH:14][C:13]=1[F:24])[CH3:10]. The yield is 0.650. (6) No catalyst specified. The yield is 0.280. The product is [CH2:81]([N:83]1[CH2:88][CH2:87][N:86]([C:89]([C:91]2[C:92]([CH3:140])=[C:93]([NH:97][C:98]([N:100]3[C:104]4[N:105]=[C:106]([N:134]5[CH2:135][CH2:136][O:137][CH2:138][CH2:139]5)[N:107]=[C:108]([C:109]5[CH:114]=[N:113][C:112]([NH2:115])=[N:111][CH:110]=5)[C:103]=4[CH2:102][CH2:101]3)=[O:99])[CH:94]=[CH:95][CH:96]=2)=[O:90])[CH2:85][CH2:84]1)[CH3:82]. The reactants are COC1C=CC(CN(CC2C=CC(OC)=CC=2)C2N=CC(C3C4CCNC=4N=C(N4CCOCC4)N=3)=CN=2)=CC=1.NC1C(C)=C(C(N2CCN(CC)CC2)=O)C=CC=1.C(N1CCNCC1)C.CC1C=CC(N2CCOCC2)=CC=1N.[CH2:81]([N:83]1[CH2:88][CH2:87][N:86]([C:89]([C:91]2[C:92]([CH3:140])=[C:93]([NH:97][C:98]([N:100]3[C:104]4[N:105]=[C:106]([N:134]5[CH2:139][CH2:138][O:137][CH2:136][CH2:135]5)[N:107]=[C:108]([C:109]5[CH:110]=[N:111][C:112]([N:115](CC6C=CC(OC)=CC=6)CC6C=CC(OC)=CC=6)=[N:113][CH:114]=5)[C:103]=4[CH2:102][CH2:101]3)=[O:99])[CH:94]=[CH:95][CH:96]=2)=[O:90])[CH2:85][CH2:84]1)[CH3:82].